Dataset: NCI-60 drug combinations with 297,098 pairs across 59 cell lines. Task: Regression. Given two drug SMILES strings and cell line genomic features, predict the synergy score measuring deviation from expected non-interaction effect. (1) Drug 1: COC1=C(C=C2C(=C1)N=CN=C2NC3=CC(=C(C=C3)F)Cl)OCCCN4CCOCC4. Drug 2: CC1=C(C(=O)C2=C(C1=O)N3CC4C(C3(C2COC(=O)N)OC)N4)N. Cell line: RPMI-8226. Synergy scores: CSS=54.6, Synergy_ZIP=7.76, Synergy_Bliss=8.81, Synergy_Loewe=1.85, Synergy_HSA=11.4. (2) Drug 1: C1=NC2=C(N=C(N=C2N1C3C(C(C(O3)CO)O)O)F)N. Drug 2: CC1=C(C(=O)C2=C(C1=O)N3CC4C(C3(C2COC(=O)N)OC)N4)N. Cell line: CCRF-CEM. Synergy scores: CSS=58.1, Synergy_ZIP=-2.43, Synergy_Bliss=-4.75, Synergy_Loewe=-8.14, Synergy_HSA=-2.94. (3) Drug 1: CC1C(C(=O)NC(C(=O)N2CCCC2C(=O)N(CC(=O)N(C(C(=O)O1)C(C)C)C)C)C(C)C)NC(=O)C3=C4C(=C(C=C3)C)OC5=C(C(=O)C(=C(C5=N4)C(=O)NC6C(OC(=O)C(N(C(=O)CN(C(=O)C7CCCN7C(=O)C(NC6=O)C(C)C)C)C)C(C)C)C)N)C. Drug 2: CC(C)NC(=O)C1=CC=C(C=C1)CNNC.Cl. Cell line: NCI-H460. Synergy scores: CSS=45.4, Synergy_ZIP=1.57, Synergy_Bliss=2.08, Synergy_Loewe=-35.0, Synergy_HSA=1.57. (4) Drug 1: C1=CN(C(=O)N=C1N)C2C(C(C(O2)CO)O)O.Cl. Drug 2: B(C(CC(C)C)NC(=O)C(CC1=CC=CC=C1)NC(=O)C2=NC=CN=C2)(O)O. Cell line: ACHN. Synergy scores: CSS=79.4, Synergy_ZIP=1.76, Synergy_Bliss=1.77, Synergy_Loewe=0.581, Synergy_HSA=2.45.